The task is: Regression. Given a peptide amino acid sequence and an MHC pseudo amino acid sequence, predict their binding affinity value. This is MHC class I binding data.. This data is from Peptide-MHC class I binding affinity with 185,985 pairs from IEDB/IMGT. (1) The peptide sequence is CAVHLIIYY. The MHC is HLA-A68:01 with pseudo-sequence HLA-A68:01. The binding affinity (normalized) is 0.704. (2) The peptide sequence is KSLFNTVAVLY. The MHC is HLA-B08:02 with pseudo-sequence HLA-B08:02. The binding affinity (normalized) is 0.0847. (3) The peptide sequence is SVKEKDMTK. The MHC is HLA-B07:02 with pseudo-sequence HLA-B07:02. The binding affinity (normalized) is 0.0847. (4) The binding affinity (normalized) is 0.519. The MHC is HLA-B44:02 with pseudo-sequence HLA-B44:02. The peptide sequence is AICSAVPSHW. (5) The peptide sequence is TILGIGTVL. The MHC is HLA-B27:05 with pseudo-sequence HLA-B27:05. The binding affinity (normalized) is 0. (6) The peptide sequence is RGGRAFVTI. The MHC is HLA-B44:03 with pseudo-sequence HLA-B44:03. The binding affinity (normalized) is 0. (7) The peptide sequence is CFMYSDFHF. The MHC is HLA-A01:01 with pseudo-sequence HLA-A01:01. The binding affinity (normalized) is 0.0847. (8) The peptide sequence is ERYFRIHSL. The MHC is HLA-B07:02 with pseudo-sequence HLA-B07:02. The binding affinity (normalized) is 0.184. (9) The peptide sequence is GGRRTRREA. The MHC is HLA-B08:01 with pseudo-sequence HLA-B08:01. The binding affinity (normalized) is 0.